This data is from Forward reaction prediction with 1.9M reactions from USPTO patents (1976-2016). The task is: Predict the product of the given reaction. (1) Given the reactants Cl.[NH2:2][C@H:3]([C:6]([OH:8])=[O:7])[CH2:4][SH:5].C([O-])(=O)C.[K+].CO.[F:16][C:17]1[CH:24]=[CH:23][CH:22]=[CH:21][C:18]=1[CH:19]=O, predict the reaction product. The product is: [F:16][C:17]1[CH:24]=[CH:23][CH:22]=[CH:21][C:18]=1[C@@H:19]1[NH:2][CH:3]([C:6]([OH:8])=[O:7])[CH2:4][S:5]1. (2) Given the reactants [C:1]1([CH:7]([C:30]2[CH:35]=[CH:34][CH:33]=[CH:32][CH:31]=2)[CH2:8][CH2:9][N:10]2[CH2:15][CH2:14][N:13]([C:16]3[CH:17]=[C:18]([CH:27]=[CH:28][CH:29]=3)[C:19]([NH:21][CH2:22][C:23]([F:26])([F:25])[F:24])=[O:20])[CH2:12][CH2:11]2)[CH:6]=[CH:5][CH:4]=[CH:3][CH:2]=1.[OH-].[Na+].C(=O)([O-])[O-].[K+].[K+].[CH2:44](Br)[C:45]1[CH:50]=[CH:49][CH:48]=[CH:47][CH:46]=1, predict the reaction product. The product is: [CH2:44]([N:21]([CH2:22][C:23]([F:25])([F:26])[F:24])[C:19](=[O:20])[C:18]1[CH:27]=[CH:28][CH:29]=[C:16]([N:13]2[CH2:12][CH2:11][N:10]([CH2:9][CH2:8][CH:7]([C:1]3[CH:2]=[CH:3][CH:4]=[CH:5][CH:6]=3)[C:30]3[CH:35]=[CH:34][CH:33]=[CH:32][CH:31]=3)[CH2:15][CH2:14]2)[CH:17]=1)[C:45]1[CH:50]=[CH:49][CH:48]=[CH:47][CH:46]=1. (3) Given the reactants [NH:1]1[C:9]2[C:4](=[CH:5][CH:6]=[CH:7][CH:8]=2)[C:3]([C:10](=[O:12])[CH3:11])=[N:2]1.C([O-])([O-])=O.[K+].[K+].Br[CH2:20][C:21]([O:23][C:24]([CH3:27])([CH3:26])[CH3:25])=[O:22], predict the reaction product. The product is: [C:10]([C:3]1[C:4]2[C:9](=[CH:8][CH:7]=[CH:6][CH:5]=2)[N:1]([CH2:20][C:21]([O:23][C:24]([CH3:27])([CH3:26])[CH3:25])=[O:22])[N:2]=1)(=[O:12])[CH3:11]. (4) Given the reactants C([O:3][C:4]([C:6]1[N:7]=[C:8]([CH3:15])[S:9][C:10]=1[NH:11][C:12]([NH2:14])=[O:13])=O)C.[OH-].[Na+], predict the reaction product. The product is: [CH3:15][C:8]1[S:9][C:10]2[NH:11][C:12](=[O:13])[NH:14][C:4](=[O:3])[C:6]=2[N:7]=1. (5) The product is: [Cl:30][CH2:7][C:6]1[S:5][C:4]([C:9]2[CH:14]=[CH:13][C:12]([C:15]([F:18])([F:17])[F:16])=[CH:11][CH:10]=2)=[N:3][C:2]=1[CH3:1]. Given the reactants [CH3:1][C:2]1[N:3]=[C:4]([C:9]2[CH:14]=[CH:13][C:12]([C:15]([F:18])([F:17])[F:16])=[CH:11][CH:10]=2)[S:5][C:6]=1[CH2:7]O.C(N(CC)CC)C.CS([Cl:30])(=O)=O, predict the reaction product. (6) Given the reactants [CH3:1][O:2][C:3]1[CH:8]=[CH:7][C:6]([S:9]([C:12]([CH2:20][C:21]2[CH:22]=[N:23][CH:24]=[CH:25][CH:26]=2)([CH2:16][CH2:17][CH2:18][CH3:19])[C:13](O)=[O:14])(=[O:11])=[O:10])=[CH:5][CH:4]=1.Cl.[NH2:28][OH:29].[K+].[Br-], predict the reaction product. The product is: [OH:29][NH:28][C:13](=[O:14])[C:12]([S:9]([C:6]1[CH:5]=[CH:4][C:3]([O:2][CH3:1])=[CH:8][CH:7]=1)(=[O:10])=[O:11])([CH2:20][C:21]1[CH:22]=[N:23][CH:24]=[CH:25][CH:26]=1)[CH2:16][CH2:17][CH2:18][CH3:19]. (7) Given the reactants [F:1][C:2]1[C:10]([CH2:11][CH2:12][C:13]2[CH:14]=[N:15][C:16]([NH:19][C:20]3[CH:25]=[CH:24][N:23]=[C:22]([CH3:26])[CH:21]=3)=[N:17][CH:18]=2)=[CH:9][C:5]([C:6]([OH:8])=O)=[CH:4][C:3]=1[O:27][CH3:28].Cl.CN.[CH3:32][N:33](C(ON1N=NC2C=CC=NC1=2)=[N+](C)C)C.F[P-](F)(F)(F)(F)F.CCN(C(C)C)C(C)C, predict the reaction product. The product is: [F:1][C:2]1[C:10]([CH2:11][CH2:12][C:13]2[CH:18]=[N:17][C:16]([NH:19][C:20]3[CH:25]=[CH:24][N:23]=[C:22]([CH3:26])[CH:21]=3)=[N:15][CH:14]=2)=[CH:9][C:5]([C:6]([NH:33][CH3:32])=[O:8])=[CH:4][C:3]=1[O:27][CH3:28].